This data is from Full USPTO retrosynthesis dataset with 1.9M reactions from patents (1976-2016). The task is: Predict the reactants needed to synthesize the given product. Given the product [C:13]([C:9]1[CH:8]=[C:7]([O:6][C:5]2[C:16]([F:18])=[CH:17][C:2]([NH:1][C:42]([NH:44][C:45](=[O:54])[CH2:46][C:47]3[CH:52]=[CH:51][C:50]([F:53])=[CH:49][CH:48]=3)=[O:43])=[CH:3][C:4]=2[F:19])[CH:12]=[CH:11][N:10]=1)(=[O:14])[NH2:15], predict the reactants needed to synthesize it. The reactants are: [NH2:1][C:2]1[CH:17]=[C:16]([F:18])[C:5]([O:6][C:7]2[CH:12]=[CH:11][N:10]=[C:9]([C:13]([NH2:15])=[O:14])[CH:8]=2)=[C:4]([F:19])[CH:3]=1.COC1C=CC(CNC2N=CN=C(OC3C=CC(N[C:42]([NH:44][C:45](=[O:54])[CH2:46][C:47]4[CH:52]=[CH:51][C:50]([F:53])=[CH:49][CH:48]=4)=[O:43])=CC=3F)C=2)=CC=1.